Dataset: Peptide-MHC class II binding affinity with 134,281 pairs from IEDB. Task: Regression. Given a peptide amino acid sequence and an MHC pseudo amino acid sequence, predict their binding affinity value. This is MHC class II binding data. (1) The peptide sequence is QPCNGVTMNDVKIEY. The MHC is DRB1_0101 with pseudo-sequence DRB1_0101. The binding affinity (normalized) is 0.332. (2) The peptide sequence is ATISATPESATPFPH. The MHC is HLA-DQA10501-DQB10301 with pseudo-sequence HLA-DQA10501-DQB10301. The binding affinity (normalized) is 0.756. (3) The peptide sequence is LIDDVLAILPLDDLK. The MHC is DRB1_0701 with pseudo-sequence DRB1_0701. The binding affinity (normalized) is 0.252. (4) The peptide sequence is YFRNEQSIPPLIKKY. The MHC is HLA-DPA10201-DPB10501 with pseudo-sequence HLA-DPA10201-DPB10501. The binding affinity (normalized) is 0.188. (5) The peptide sequence is QRGNFKGQKRIKCF. The MHC is HLA-DQA10401-DQB10402 with pseudo-sequence HLA-DQA10401-DQB10402. The binding affinity (normalized) is 0. (6) The peptide sequence is KKGLNWITKVIMGAVLI. The MHC is HLA-DQA10102-DQB10501 with pseudo-sequence HLA-DQA10102-DQB10501. The binding affinity (normalized) is 0.703. (7) The peptide sequence is TLWQRPLVTIKIGGQLKEAL. The MHC is DRB1_0701 with pseudo-sequence DRB1_0701. The binding affinity (normalized) is 0.188. (8) The peptide sequence is ITEADLDDEQEILNY. The MHC is DRB5_0101 with pseudo-sequence DRB5_0101. The binding affinity (normalized) is 0.